This data is from Full USPTO retrosynthesis dataset with 1.9M reactions from patents (1976-2016). The task is: Predict the reactants needed to synthesize the given product. Given the product [C:28]([O:27][C:25]([NH:24][CH:8]([C:9]1[CH:14]=[CH:13][C:12]([C:15](=[O:23])[NH:16][C:17]2[CH:22]=[CH:21][N:20]=[CH:19][CH:18]=2)=[CH:11][CH:10]=1)[CH2:7][C:6]([OH:32])=[O:5])=[O:26])([CH3:31])([CH3:29])[CH3:30], predict the reactants needed to synthesize it. The reactants are: C([O:5][C:6](=[O:32])[CH2:7][CH:8]([NH:24][C:25]([O:27][C:28]([CH3:31])([CH3:30])[CH3:29])=[O:26])[C:9]1[CH:14]=[CH:13][C:12]([C:15](=[O:23])[NH:16][C:17]2[CH:22]=[CH:21][N:20]=[CH:19][CH:18]=2)=[CH:11][CH:10]=1)(C)(C)C.[Li+].[OH-].